From a dataset of Forward reaction prediction with 1.9M reactions from USPTO patents (1976-2016). Predict the product of the given reaction. (1) Given the reactants [C:1]([Cl:6])(=O)[C:2](Cl)=O.[CH:7]1([CH2:13][C:14]([OH:16])=[O:15])[CH2:12][CH2:11][CH2:10][CH2:9][CH2:8]1.Br.[NH2:18][C:19]1[S:20][C:21]2[CH2:27][CH2:26][CH2:25][CH:24]([C:28]([O:30][CH2:31][CH3:32])=[O:29])[C:22]=2[N:23]=1.[ClH:33].[N:34]1[CH:39]=[CH:38][CH:37]=[CH:36][CH:35]=1, predict the reaction product. The product is: [Cl:6][C:1]1[CH:2]=[CH:35][CH:36]=[C:37]([Cl:33])[C:38]=1[CH2:39][N:34]1[CH2:26][CH2:25][CH:24]([CH2:22][NH:23][C:28]([CH:24]2[C:22]3[N:23]=[C:19]([NH:18][C:14](=[O:16])[CH2:13][CH:7]4[CH2:8][CH2:9][CH2:10][CH2:11][CH2:12]4)[S:20][C:21]=3[CH2:27][CH2:26][CH2:25]2)=[O:30])[CH2:28]1.[CH:7]1([CH2:13][C:14]([NH:18][C:19]2[S:20][C:21]3[CH2:27][CH2:26][CH2:25][CH:24]([C:28]([O:30][CH2:31][CH3:32])=[O:29])[C:22]=3[N:23]=2)=[O:15])[CH2:12][CH2:11][CH2:10][CH2:9][CH2:8]1. (2) Given the reactants [Cl:1][C:2]1[C:7]2=[N:8][CH:9]=[C:10]([O:12][CH2:13][C:14]3[O:15][CH:16]=[CH:17][N:18]=3)[N:11]=[C:6]2[CH:5]=[CH:4][N:3]=1.ClC1[N:21]=C2C=CN=C(Cl)C2=NC=1.CC1N=C(CO)ON=1, predict the reaction product. The product is: [Cl:1][C:2]1[C:7]2=[N:8][CH:9]=[C:10]([O:12][CH2:13][C:14]3[O:15][N:21]=[C:17]([CH3:16])[N:18]=3)[N:11]=[C:6]2[CH:5]=[CH:4][N:3]=1. (3) The product is: [CH2:1]([C:3]1[N:13]([C:14]2[CH:15]=[CH:16][C:17]([CH2:20][CH2:21][NH:22][C:23]([N:25]([CH3:36])[S:26]([C:29]3[CH:34]=[CH:33][C:32]([CH3:35])=[CH:31][CH:30]=3)(=[O:28])=[O:27])=[O:24])=[CH:18][CH:19]=2)[C:6]2=[N:7][C:8]([CH3:12])=[CH:9][C:10]([CH3:11])=[C:5]2[N:4]=1)[CH3:2]. Given the reactants [CH2:1]([C:3]1[N:13]([C:14]2[CH:19]=[CH:18][C:17]([CH2:20][CH2:21][NH:22][C:23]([NH:25][S:26]([C:29]3[CH:34]=[CH:33][C:32]([CH3:35])=[CH:31][CH:30]=3)(=[O:28])=[O:27])=[O:24])=[CH:16][CH:15]=2)[C:6]2=[N:7][C:8]([CH3:12])=[CH:9][C:10]([CH3:11])=[C:5]2[N:4]=1)[CH3:2].[CH:36]([N-]C(C)C)(C)C.[Li+].P([O-])([O-])([O-])=O, predict the reaction product. (4) Given the reactants C([N:8]1[CH2:13][CH2:12][CH:11]([C:14]2[C:15](=[O:24])[NH:16][C:17]3[C:22]([CH:23]=2)=[CH:21][CH:20]=[CH:19][CH:18]=3)[CH2:10][CH2:9]1)C1C=CC=CC=1.[H][H], predict the reaction product. The product is: [NH:8]1[CH2:9][CH2:10][CH:11]([C:14]2[C:15](=[O:24])[NH:16][C:17]3[C:22]([CH:23]=2)=[CH:21][CH:20]=[CH:19][CH:18]=3)[CH2:12][CH2:13]1. (5) Given the reactants Br[C:2]1[CH:26]=[C:5]2[CH2:6][N:7]([C:11]([O:13][CH2:14][C:15]3[CH:20]=[C:19]([C:21]([F:24])([F:23])[F:22])[CH:18]=[C:17]([Cl:25])[CH:16]=3)=[O:12])[CH2:8][CH2:9][CH2:10][N:4]2[N:3]=1.[N:27]1[CH:32]=[CH:31][C:30](B(O)O)=[CH:29][CH:28]=1.C([O-])([O-])=O.[K+].[K+], predict the reaction product. The product is: [N:27]1[CH:32]=[CH:31][C:30]([C:2]2[CH:26]=[C:5]3[CH2:6][N:7]([C:11]([O:13][CH2:14][C:15]4[CH:20]=[C:19]([C:21]([F:24])([F:23])[F:22])[CH:18]=[C:17]([Cl:25])[CH:16]=4)=[O:12])[CH2:8][CH2:9][CH2:10][N:4]3[N:3]=2)=[CH:29][CH:28]=1. (6) Given the reactants [F:1][C:2]1[C:7]2[CH2:8][CH2:9][CH2:10][N:11]([C:13]([O:15][C:16]([CH3:19])([CH3:18])[CH3:17])=[O:14])[CH2:12][C:6]=2[CH:5]=[CH:4][C:3]=1[N:20]1[CH2:24][CH2:23][C@H:22]([NH:25]C(OCC2C=CC=CC=2)=O)[C:21]1=[O:36].N[C@H]1CCN(C2C=CC3CN(C(OC(C)(C)C)=O)CCCC=3C=2)C1=O, predict the reaction product. The product is: [NH2:25][C@H:22]1[CH2:23][CH2:24][N:20]([C:3]2[CH:4]=[CH:5][C:6]3[CH2:12][N:11]([C:13]([O:15][C:16]([CH3:18])([CH3:19])[CH3:17])=[O:14])[CH2:10][CH2:9][CH2:8][C:7]=3[C:2]=2[F:1])[C:21]1=[O:36]. (7) The product is: [Cl:12][C:5]1[C:4]2[C:9](=[CH:10][CH:11]=[C:2]([N:17]3[CH2:18][CH:14]([CH3:13])[CH2:15][C:16]3=[O:19])[CH:3]=2)[CH:8]=[N:7][CH:6]=1. Given the reactants Br[C:2]1[CH:3]=[C:4]2[C:9](=[CH:10][CH:11]=1)[CH:8]=[N:7][CH:6]=[C:5]2[Cl:12].[CH3:13][CH:14]1[CH2:18][NH:17][C:16](=[O:19])[CH2:15]1.P([O-])([O-])([O-])=O.[K+].[K+].[K+].C1(P(C2C=CC=CC=2)C2C3OC4C(=CC=CC=4P(C4C=CC=CC=4)C4C=CC=CC=4)C(C)(C)C=3C=CC=2)C=CC=CC=1, predict the reaction product. (8) Given the reactants [Cl:1][C:2]1[CH:10]=[C:9]([C:11]([NH:13][C@H:14]([C:16]2[NH:20][C:19]3[CH:21]=[CH:22][C:23]([Cl:25])=[CH:24][C:18]=3[N:17]=2)[CH3:15])=[O:12])[CH:8]=[CH:7][C:3]=1[C:4]([OH:6])=O.CN(C(ON1N=NC2C=CC=CC1=2)=[N+](C)C)C.[B-](F)(F)(F)F.C(N(C(C)C)CC)(C)C.[N:57]1([CH2:62][C@@H:63]2[CH2:67][CH2:66][CH2:65][NH:64]2)[CH2:61][CH2:60][CH2:59][CH2:58]1.ClCl, predict the reaction product. The product is: [Cl:1][C:2]1[CH:10]=[C:9]([CH:8]=[CH:7][C:3]=1[C:4]([N:64]1[CH2:65][CH2:66][CH2:67][C@H:63]1[CH2:62][N:57]1[CH2:61][CH2:60][CH2:59][CH2:58]1)=[O:6])[C:11]([NH:13][C@H:14]([C:16]1[NH:20][C:19]2[CH:21]=[CH:22][C:23]([Cl:25])=[CH:24][C:18]=2[N:17]=1)[CH3:15])=[O:12]. (9) Given the reactants [CH3:1][O:2][C:3]1[CH:22]=[CH:21][C:6]([CH2:7][N:8]2[CH:12]=[C:11]([C:13]3[CH:14]=[C:15]4[NH:20][CH:19]=[CH:18][N:16]4[N:17]=3)[CH:10]=[N:9]2)=[CH:5][CH:4]=1.Br[C:24]1[CH:25]=[C:26]([NH:31][C:32](=[O:43])[C:33]2[CH:38]=[CH:37][CH:36]=[C:35]([C:39]([F:42])([F:41])[F:40])[CH:34]=2)[CH:27]=[CH:28][C:29]=1[CH3:30].C(=O)([O-])[O-].C([N+](CC)(CC)CC)C.C([N+](CC)(CC)CC)C.OC1C=CC=C2C=1N=CC=C2, predict the reaction product. The product is: [CH3:1][O:2][C:3]1[CH:4]=[CH:5][C:6]([CH2:7][N:8]2[CH:12]=[C:11]([C:13]3[CH:14]=[C:15]4[N:20]([C:24]5[CH:25]=[C:26]([NH:31][C:32](=[O:43])[C:33]6[CH:38]=[CH:37][CH:36]=[C:35]([C:39]([F:41])([F:40])[F:42])[CH:34]=6)[CH:27]=[CH:28][C:29]=5[CH3:30])[CH:19]=[CH:18][N:16]4[N:17]=3)[CH:10]=[N:9]2)=[CH:21][CH:22]=1.